This data is from Reaction yield outcomes from USPTO patents with 853,638 reactions. The task is: Predict the reaction yield, written as a fraction of the theoretical maximum amount of product (1.0 means a 100% yield; for example, 0.34 means a 34% yield). (1) The reactants are Cl.[CH:2]1([O:6][C:7]2[CH:8]=[C:9]([F:15])[C:10]([F:14])=[C:11]([NH2:13])[CH:12]=2)[CH2:5][CH2:4][CH2:3]1.Cl.[C:17]1(Cl)[C:23](=O)C([Cl:25])=C(Cl)[C:19](=O)[C:18]=1Cl.C(=O)/C=C/C. The catalyst is C(O)CCC.O1CCCC1. The product is [ClH:25].[CH:2]1([O:6][C:7]2[CH:8]=[C:9]([F:15])[C:10]([F:14])=[C:11]3[C:12]=2[CH:23]=[CH:17][C:18]([CH3:19])=[N:13]3)[CH2:3][CH2:4][CH2:5]1. The yield is 0.570. (2) The reactants are Cl.C(OCC)(=O)C.[Cl:8]CCl.C([N-:18]CCC)(OC(C)(C)C)=O.[CH:22]1[CH:23]=[CH:24][C:25]([NH:32][C:33]2[C:34]([Cl:40])=[CH:35][CH:36]=[CH:37][C:38]=2[Cl:39])=[C:26]([CH2:28][C:29]([OH:31])=[O:30])[CH:27]=1. The catalyst is C(OCC)C. The product is [NH2:32][C:33]([NH2:18])([CH3:34])[CH3:38].[CH:22]1[CH:23]=[CH:24][C:25]([NH:32][C:33]2[C:38]([Cl:39])=[CH:37][CH:36]=[CH:35][C:34]=2[Cl:40])=[C:26]([CH2:28][C:29]([OH:31])=[O:30])[CH:27]=1.[ClH:8]. The yield is 1.01. (3) The reactants are Br[CH2:2][C:3]([C:5]1[CH:6]=[CH:7][C:8]2[C:17]3[CH:16]=[C:15]4[CH2:18][CH2:19][CH2:20][C:21](=[O:22])[C:14]4=[CH:13][C:12]=3[O:11][CH2:10][C:9]=2[CH:23]=1)=[O:4].[C:24]([O:28][C:29]([N:31]1[CH2:35][C@@H:34]([CH3:36])[CH2:33][C@H:32]1[C:37]([OH:39])=[O:38])=[O:30])([CH3:27])([CH3:26])[CH3:25].CCN(C(C)C)C(C)C. The catalyst is CC#N.CCOC(C)=O. The product is [CH3:36][C@@H:34]1[CH2:35][N:31]([C:29]([O:28][C:24]([CH3:25])([CH3:27])[CH3:26])=[O:30])[C@H:32]([C:37]([O:39][CH2:2][C:3](=[O:4])[C:5]2[CH:6]=[CH:7][C:8]3[C:17]4[CH:16]=[C:15]5[CH2:18][CH2:19][CH2:20][C:21](=[O:22])[C:14]5=[CH:13][C:12]=4[O:11][CH2:10][C:9]=3[CH:23]=2)=[O:38])[CH2:33]1. The yield is 0.690.